From a dataset of Forward reaction prediction with 1.9M reactions from USPTO patents (1976-2016). Predict the product of the given reaction. (1) Given the reactants [Si]([O:18][CH2:19][C:20]([F:55])([CH3:54])[CH2:21][N:22]1[C@H:34]([CH3:35])[CH2:33][C:32]2[C:31]3[C:26](=[CH:27][CH:28]=[C:29]([F:36])[CH:30]=3)[NH:25][C:24]=2[C@H:23]1[C:37]1[C:42]([F:43])=[CH:41][C:40]([NH:44][CH:45]2[CH2:48][N:47]([CH2:49][CH2:50][CH2:51][F:52])[CH2:46]2)=[CH:39][C:38]=1[F:53])(C(C)(C)C)(C1C=CC=CC=1)C1C=CC=CC=1.CCCC[N+](CCCC)(CCCC)CCCC.[F-], predict the reaction product. The product is: [F:43][C:42]1[CH:41]=[C:40]([NH:44][CH:45]2[CH2:46][N:47]([CH2:49][CH2:50][CH2:51][F:52])[CH2:48]2)[CH:39]=[C:38]([F:53])[C:37]=1[CH:23]1[C:24]2[NH:25][C:26]3[C:31]([C:32]=2[CH2:33][CH:34]([CH3:35])[N:22]1[CH2:21][C:20]([F:55])([CH3:54])[CH2:19][OH:18])=[CH:30][C:29]([F:36])=[CH:28][CH:27]=3. (2) Given the reactants [CH2:1]([O:3][C:4]1[C:5]([CH3:15])=[CH:6][CH:7]=[C:8]([CH:14]=1)[C:9]([O:11][CH2:12][CH3:13])=[O:10])[CH3:2].[Br:16]Br, predict the reaction product. The product is: [Br:16][C:7]1[CH:6]=[C:5]([CH3:15])[C:4]([O:3][CH2:1][CH3:2])=[CH:14][C:8]=1[C:9]([O:11][CH2:12][CH3:13])=[O:10].[Br:16][C:7]1[CH:6]=[C:5]([CH3:15])[C:4]([O:3][CH2:1][CH3:2])=[CH:14][C:8]=1[C:9]([O-:11])=[O:10]. (3) Given the reactants [BH4-].[Na+].CO.[Cl:5][C:6]1[CH:27]=[CH:26][C:9]([O:10][C:11]2[N:16]=[C:15]3[S:17][C:18]([NH:20][C:21]([CH:23]4[CH2:25][CH2:24]4)=[O:22])=[N:19][C:14]3=[CH:13][CH:12]=2)=[CH:8][C:7]=1[NH:28]C(=O)C(F)(F)F, predict the reaction product. The product is: [NH2:28][C:7]1[CH:8]=[C:9]([CH:26]=[CH:27][C:6]=1[Cl:5])[O:10][C:11]1[N:16]=[C:15]2[S:17][C:18]([NH:20][C:21]([CH:23]3[CH2:25][CH2:24]3)=[O:22])=[N:19][C:14]2=[CH:13][CH:12]=1. (4) Given the reactants [NH2:1][C:2]1[N:7]=[CH:6][C:5]([O:8][C:9]2[CH:10]=[C:11]([NH:16][C:17]([C:19]3[N:23]([CH3:24])[N:22]=[C:21]([CH3:25])[CH:20]=3)=[O:18])[CH:12]=[C:13]([CH3:15])[CH:14]=2)=[CH:4][CH:3]=1.[N:26]([C:29]([O:31][CH2:32][CH3:33])=[O:30])=[C:27]=[S:28], predict the reaction product. The product is: [CH3:24][N:23]1[C:19]([C:17]([NH:16][C:11]2[CH:10]=[C:9]([CH:14]=[C:13]([CH3:15])[CH:12]=2)[O:8][C:5]2[CH:4]=[CH:3][C:2]([NH:1][C:27]([NH:26][C:29](=[O:30])[O:31][CH2:32][CH3:33])=[S:28])=[N:7][CH:6]=2)=[O:18])=[CH:20][C:21]([CH3:25])=[N:22]1. (5) The product is: [Br:1][C:2]1[CH:3]=[C:4]([C:8]([CH:13]2[CH2:17][CH2:16][CH2:15][CH2:14]2)([CH3:19])[C:9]([O:11][CH3:12])=[O:10])[CH:5]=[CH:6][CH:7]=1. Given the reactants [Br:1][C:2]1[CH:3]=[C:4]([CH:8]([CH:13]2[CH2:17][CH2:16][CH2:15][CH2:14]2)[C:9]([O:11][CH3:12])=[O:10])[CH:5]=[CH:6][CH:7]=1.I[CH3:19], predict the reaction product. (6) Given the reactants ClC1(Cl)C(=O)[C:5]2[CH:8]=[CH:9][CH:10]=[CH:11][C:4]=2[O:3]1.[CH3:13][NH2:14].Cl.[CH3:16][O:17][NH2:18].[C:19]([O-:22])(=O)[CH3:20].[Na+], predict the reaction product. The product is: [OH:3][C:4]1[CH:11]=[CH:10][CH:9]=[CH:8][C:5]=1/[C:20](=[N:18]/[O:17][CH3:16])/[C:19]([NH:14][CH3:13])=[O:22]. (7) Given the reactants [F:1][C:2]1[CH:7]=[CH:6][C:5]([S:8](Cl)(=[O:10])=[O:9])=[CH:4][C:3]=1[N+:12]([O-:14])=[O:13].[CH2:15]([N:17](CC)CC)C.Cl.CN, predict the reaction product. The product is: [F:1][C:2]1[CH:7]=[CH:6][C:5]([S:8]([NH:17][CH3:15])(=[O:10])=[O:9])=[CH:4][C:3]=1[N+:12]([O-:14])=[O:13]. (8) The product is: [CH3:39][C:38]([C:10]1[CH:9]=[C:8]([CH:7]=[CH:6][CH:5]=1)[C:17]([O:18][CH3:23])=[O:20])([CH3:47])[C:34]#[CH:33]. Given the reactants C(N[C:5]1[CH:10]=[CH:9][C:8](S(N=[N+]=[N-])(=O)=O)=[CH:7][CH:6]=1)(=O)C.[C:17](=[O:20])([O-])[O-:18].[K+].[K+].[CH3:23]OP(CC(=O)C)(=O)OC.[CH3:33][C:34]([C:38]1[CH:47]=CC=C[C:39]=1C(OC)=O)(C)C=O, predict the reaction product.